Dataset: Reaction yield outcomes from USPTO patents with 853,638 reactions. Task: Predict the reaction yield, written as a fraction of the theoretical maximum amount of product (1.0 means a 100% yield; for example, 0.34 means a 34% yield). (1) The reactants are B(Br)(Br)Br.CN(C=O)C.[CH2:10]([C:12]1[CH:13]=[CH:14][C:15]([O:23]C)=[C:16]([C:18]2[S:19][CH:20]=[CH:21][N:22]=2)[CH:17]=1)[CH3:11].O. The catalyst is C(Cl)Cl. The product is [CH2:10]([C:12]1[CH:13]=[CH:14][C:15]([OH:23])=[C:16]([C:18]2[S:19][CH:20]=[CH:21][N:22]=2)[CH:17]=1)[CH3:11]. The yield is 0.370. (2) The catalyst is CC#N.C(OCC)(=O)C. The yield is 0.610. The reactants are [C:1]([O:5][C:6]([N:8]1[CH2:12][CH:11]([OH:13])[CH2:10][CH:9]1[C:14]([O:16][CH2:17][C:18]([C:20]1[CH:25]=[CH:24][C:23]([Br:26])=[CH:22][CH:21]=1)=[O:19])=[O:15])=[O:7])([CH3:4])([CH3:3])[CH3:2].[F:27][C:28]([F:36])(S(F)(=O)=O)C(O)=O. The product is [C:1]([O:5][C:6]([N:8]1[CH2:12][CH:11]([O:13][CH:28]([F:36])[F:27])[CH2:10][CH:9]1[C:14]([O:16][CH2:17][C:18]([C:20]1[CH:25]=[CH:24][C:23]([Br:26])=[CH:22][CH:21]=1)=[O:19])=[O:15])=[O:7])([CH3:4])([CH3:2])[CH3:3]. (3) The reactants are [S:1]1[CH:5]=[CH:4][CH:3]=[C:2]1[CH2:6][NH:7][C:8]1[S:9][CH2:10][C:11](=[O:13])[N:12]=1.C(O[Na])(C)=O.[CH:19]([O:22][C:23]1[CH:24]=[CH:25][N:26]=[C:27]2[C:32]=1[N:31]=[C:30]([CH:33]=O)[CH:29]=[CH:28]2)([CH3:21])[CH3:20]. The catalyst is CC(O)=O. The product is [CH:19]([O:22][C:23]1[CH:24]=[CH:25][N:26]=[C:27]2[C:32]=1[N:31]=[C:30]([CH:33]=[C:10]1[S:9][C:8]([NH:7][CH2:6][C:2]3[S:1][CH:5]=[CH:4][CH:3]=3)=[N:12][C:11]1=[O:13])[CH:29]=[CH:28]2)([CH3:21])[CH3:20]. The yield is 0.454. (4) The reactants are [N+:1]([C:4]1[C:5]([NH:10][CH2:11][N:12]2[CH2:16][CH:15]([CH2:17][CH2:18][CH3:19])[CH2:14][C:13]2=[O:20])=[N:6][CH:7]=[CH:8][CH:9]=1)([O-])=O. The product is [NH2:1][C:4]1[C:5]([NH:10][CH2:11][N:12]2[CH2:16][CH:15]([CH2:17][CH2:18][CH3:19])[CH2:14][C:13]2=[O:20])=[N:6][CH:7]=[CH:8][CH:9]=1. The catalyst is [Pd].O.CO. The yield is 1.00. (5) The reactants are [C:1]([C:4]1[CH:5]=[C:6]([CH:9]=[CH:10][CH:11]=1)[CH:7]=O)([OH:3])=[O:2].[NH2:12][C:13]1[S:14][C:15]([CH3:18])=[N:16][N:17]=1.C([O:21][C:22](=O)[C:23]([OH:35])=[CH:24][C:25]([C:27]1[CH:32]=[CH:31][C:30]([O:33][CH3:34])=[CH:29][CH:28]=1)=[O:26])C. The yield is 0.360. No catalyst specified. The product is [OH:35][C:23]1[C:22](=[O:21])[N:12]([C:13]2[S:14][C:15]([CH3:18])=[N:16][N:17]=2)[CH:7]([C:6]2[CH:5]=[C:4]([CH:11]=[CH:10][CH:9]=2)[C:1]([OH:3])=[O:2])[C:24]=1[C:25](=[O:26])[C:27]1[CH:28]=[CH:29][C:30]([O:33][CH3:34])=[CH:31][CH:32]=1. (6) The reactants are F.F.F.C(N(CC)CC)C.C(N(CC)CC)C.[Si]([O:35][CH2:36][C@H:37]1[O:41][C@@H:40]([N:42]2[CH:49]=[C:48]([CH3:50])[C:46](=[O:47])[NH:45][C:43]2=[O:44])[C@H:39]([O:51][CH2:52][CH2:53][O:54][N:55]([CH3:57])[CH3:56])[C@@H:38]1[OH:58])(C(C)(C)C)(C1C=CC=CC=1)C1C=CC=CC=1.CO. The catalyst is C1COCC1.C(Cl)Cl. The product is [CH3:56][N:55]([CH3:57])[O:54][CH2:53][CH2:52][O:51][C@@H:39]1[C@H:38]([OH:58])[C@@H:37]([CH2:36][OH:35])[O:41][C@H:40]1[N:42]1[CH:49]=[C:48]([CH3:50])[C:46](=[O:47])[NH:45][C:43]1=[O:44]. The yield is 0.925. (7) The reactants are [CH3:1][O:2][C:3](=[O:25])/[C:4](/[C:12]1[CH:17]=[CH:16][C:15]([N:18]2[C:22]([CH3:23])=[N:21][N:20]=[N:19]2)=[C:14]([Cl:24])[CH:13]=1)=[CH:5]/[CH:6]1[CH2:11][CH2:10][CH2:9][CH2:8][CH2:7]1.[BH4-].[Na+]. The catalyst is CO.O.O.O.O.O.O.[Ni](Cl)Cl. The product is [CH3:1][O:2][C:3](=[O:25])[CH:4]([C:12]1[CH:17]=[CH:16][C:15]([N:18]2[C:22]([CH3:23])=[N:21][N:20]=[N:19]2)=[C:14]([Cl:24])[CH:13]=1)[CH2:5][CH:6]1[CH2:7][CH2:8][CH2:9][CH2:10][CH2:11]1. The yield is 0.960. (8) The reactants are Br[C:2]1[S:6][C:5]([NH:7][C:8]([NH:10][C:11]2[CH:16]=[CH:15][C:14]([CH3:17])=[CH:13][C:12]=2[C:18]([CH:20]2[CH2:24][CH2:23][CH2:22][CH2:21]2)=[O:19])=[O:9])=[N:4][CH:3]=1.[N:25]1[C:33]([SH:34])=[C:32]2[C:28]([N:29]=[CH:30][NH:31]2)=[N:27][CH:26]=1. No catalyst specified. The product is [CH:20]1([C:18]([C:12]2[CH:13]=[C:14]([CH3:17])[CH:15]=[CH:16][C:11]=2[NH:10][C:8]([NH:7][C:5]2[S:6][C:2]([S:34][C:33]3[N:25]=[CH:26][N:27]=[C:28]4[C:32]=3[NH:31][CH:30]=[N:29]4)=[CH:3][N:4]=2)=[O:9])=[O:19])[CH2:24][CH2:23][CH2:22][CH2:21]1. The yield is 0.280.